From a dataset of Cav3 T-type calcium channel HTS with 100,875 compounds. Binary Classification. Given a drug SMILES string, predict its activity (active/inactive) in a high-throughput screening assay against a specified biological target. The compound is O=c1n(c(=O)n(c2c1c(n(c2)c1cc(OC)ccc1)c1ccccc1)C)C. The result is 0 (inactive).